This data is from NCI-60 drug combinations with 297,098 pairs across 59 cell lines. The task is: Regression. Given two drug SMILES strings and cell line genomic features, predict the synergy score measuring deviation from expected non-interaction effect. Drug 2: C(CC(=O)O)C(=O)CN.Cl. Cell line: SR. Drug 1: CC1C(C(CC(O1)OC2CC(OC(C2O)C)OC3=CC4=CC5=C(C(=O)C(C(C5)C(C(=O)C(C(C)O)O)OC)OC6CC(C(C(O6)C)O)OC7CC(C(C(O7)C)O)OC8CC(C(C(O8)C)O)(C)O)C(=C4C(=C3C)O)O)O)O. Synergy scores: CSS=54.6, Synergy_ZIP=3.60, Synergy_Bliss=3.15, Synergy_Loewe=-45.3, Synergy_HSA=2.49.